Task: Regression. Given two drug SMILES strings and cell line genomic features, predict the synergy score measuring deviation from expected non-interaction effect.. Dataset: NCI-60 drug combinations with 297,098 pairs across 59 cell lines (1) Drug 1: CC1=C(C(CCC1)(C)C)C=CC(=CC=CC(=CC(=O)O)C)C. Drug 2: N.N.Cl[Pt+2]Cl. Cell line: SF-295. Synergy scores: CSS=18.8, Synergy_ZIP=1.38, Synergy_Bliss=-3.98, Synergy_Loewe=-28.6, Synergy_HSA=-8.82. (2) Drug 1: CC1C(C(CC(O1)OC2CC(CC3=C2C(=C4C(=C3O)C(=O)C5=C(C4=O)C(=CC=C5)OC)O)(C(=O)CO)O)N)O.Cl. Drug 2: C1CN(CCN1C(=O)CCBr)C(=O)CCBr. Cell line: KM12. Synergy scores: CSS=10.2, Synergy_ZIP=-3.67, Synergy_Bliss=2.93, Synergy_Loewe=-0.323, Synergy_HSA=0.429. (3) Cell line: SF-539. Drug 2: C1=CC(=CC=C1CCCC(=O)O)N(CCCl)CCCl. Synergy scores: CSS=40.0, Synergy_ZIP=0.929, Synergy_Bliss=1.63, Synergy_Loewe=2.03, Synergy_HSA=2.32. Drug 1: C1CCN(CC1)CCOC2=CC=C(C=C2)C(=O)C3=C(SC4=C3C=CC(=C4)O)C5=CC=C(C=C5)O. (4) Drug 1: CNC(=O)C1=CC=CC=C1SC2=CC3=C(C=C2)C(=NN3)C=CC4=CC=CC=N4. Drug 2: C1=NC(=NC(=O)N1C2C(C(C(O2)CO)O)O)N. Cell line: BT-549. Synergy scores: CSS=8.19, Synergy_ZIP=-0.906, Synergy_Bliss=4.53, Synergy_Loewe=-2.22, Synergy_HSA=2.64. (5) Drug 1: COC1=C(C=C2C(=C1)N=CN=C2NC3=CC(=C(C=C3)F)Cl)OCCCN4CCOCC4. Drug 2: C(=O)(N)NO. Cell line: HCC-2998. Synergy scores: CSS=26.1, Synergy_ZIP=-3.40, Synergy_Bliss=5.64, Synergy_Loewe=6.78, Synergy_HSA=8.73. (6) Synergy scores: CSS=22.1, Synergy_ZIP=-3.83, Synergy_Bliss=1.45, Synergy_Loewe=-22.0, Synergy_HSA=-2.87. Drug 2: CNC(=O)C1=NC=CC(=C1)OC2=CC=C(C=C2)NC(=O)NC3=CC(=C(C=C3)Cl)C(F)(F)F. Cell line: HCT-15. Drug 1: CCC1=C2CN3C(=CC4=C(C3=O)COC(=O)C4(CC)O)C2=NC5=C1C=C(C=C5)O.